From a dataset of Peptide-MHC class II binding affinity with 134,281 pairs from IEDB. Regression. Given a peptide amino acid sequence and an MHC pseudo amino acid sequence, predict their binding affinity value. This is MHC class II binding data. (1) The peptide sequence is ALTLKGTSYKICTDK. The MHC is DRB5_0101 with pseudo-sequence DRB5_0101. The binding affinity (normalized) is 0.474. (2) The MHC is DRB4_0101 with pseudo-sequence DRB4_0103. The peptide sequence is AKPDGKTDCTKEVEE. The binding affinity (normalized) is 0.0459.